Dataset: NCI-60 drug combinations with 297,098 pairs across 59 cell lines. Task: Regression. Given two drug SMILES strings and cell line genomic features, predict the synergy score measuring deviation from expected non-interaction effect. (1) Drug 1: CC1=CC2C(CCC3(C2CCC3(C(=O)C)OC(=O)C)C)C4(C1=CC(=O)CC4)C. Synergy scores: CSS=33.6, Synergy_ZIP=-4.99, Synergy_Bliss=-5.46, Synergy_Loewe=-6.22, Synergy_HSA=-2.14. Drug 2: CC1C(C(CC(O1)OC2CC(CC3=C2C(=C4C(=C3O)C(=O)C5=CC=CC=C5C4=O)O)(C(=O)C)O)N)O. Cell line: T-47D. (2) Drug 2: N.N.Cl[Pt+2]Cl. Drug 1: CC1=C(C=C(C=C1)NC(=O)C2=CC=C(C=C2)CN3CCN(CC3)C)NC4=NC=CC(=N4)C5=CN=CC=C5. Synergy scores: CSS=48.0, Synergy_ZIP=-1.36, Synergy_Bliss=-1.96, Synergy_Loewe=-2.07, Synergy_HSA=-1.12. Cell line: HCT116.